The task is: Regression. Given two drug SMILES strings and cell line genomic features, predict the synergy score measuring deviation from expected non-interaction effect.. This data is from NCI-60 drug combinations with 297,098 pairs across 59 cell lines. (1) Drug 1: COC1=NC(=NC2=C1N=CN2C3C(C(C(O3)CO)O)O)N. Drug 2: CN(C(=O)NC(C=O)C(C(C(CO)O)O)O)N=O. Cell line: UACC62. Synergy scores: CSS=8.51, Synergy_ZIP=-2.95, Synergy_Bliss=-1.42, Synergy_Loewe=-0.250, Synergy_HSA=0.315. (2) Drug 1: CC=C1C(=O)NC(C(=O)OC2CC(=O)NC(C(=O)NC(CSSCCC=C2)C(=O)N1)C(C)C)C(C)C. Drug 2: CC1=C(C(=O)C2=C(C1=O)N3CC4C(C3(C2COC(=O)N)OC)N4)N. Cell line: NCI-H460. Synergy scores: CSS=74.7, Synergy_ZIP=6.04, Synergy_Bliss=4.35, Synergy_Loewe=-0.992, Synergy_HSA=3.91.